Dataset: Catalyst prediction with 721,799 reactions and 888 catalyst types from USPTO. Task: Predict which catalyst facilitates the given reaction. (1) Product: [NH2:20][CH2:19][CH2:18][NH:21][C:2]1[CH:7]=[C:6]([N:8]2[CH2:12][CH2:11][CH2:10][CH2:9]2)[N:5]=[C:4]([N:13]([CH2:16][CH3:17])[CH2:14][CH3:15])[N:3]=1. The catalyst class is: 6. Reactant: Cl[C:2]1[CH:7]=[C:6]([N:8]2[CH2:12][CH2:11][CH2:10][CH2:9]2)[N:5]=[C:4]([N:13]([CH2:16][CH3:17])[CH2:14][CH3:15])[N:3]=1.[CH2:18]([NH2:21])[CH2:19][NH2:20]. (2) Reactant: C[Si](C)(C)N[Si](C)(C)C.[CH2:10]([Li])[CH2:11][CH2:12]C.CCCCCC.C(O[CH2:27][C:28]1[CH:33]=[CH:32][CH:31]=[CH:30][CH:29]=1)(=O)C(C)C.Cl[Si](C)(C)C.Cl.[C:40](=[O:43])([O-])[OH:41].[Na+]. Product: [CH3:10][C:11]([CH3:12])([CH2:27][C:28]1[CH:29]=[CH:30][CH:31]=[CH:32][CH:33]=1)[C:40]([OH:41])=[O:43]. The catalyst class is: 7. (3) Reactant: [CH3:1][N:2]([CH2:4][C:5]1[C:6]([N:11]2[CH:15]=[C:14]([CH2:16][OH:17])[C:13]([CH3:18])=[N:12]2)=[N:7][CH:8]=[CH:9][CH:10]=1)[CH3:3]. Product: [CH3:3][N:2]([CH2:4][C:5]1[C:6]([N:11]2[CH:15]=[C:14]([CH:16]=[O:17])[C:13]([CH3:18])=[N:12]2)=[N:7][CH:8]=[CH:9][CH:10]=1)[CH3:1]. The catalyst class is: 4. (4) Product: [CH2:16]([C:18]1[C:26]2[C:21](=[CH:22][CH:23]=[CH:24][C:25]=2[NH:27][C:28]([C:30]2[N:34]3[CH:35]=[CH:36][C:37]([CH2:39][CH2:40][N:5]4[CH2:6][CH:3]([F:2])[CH2:4]4)=[CH:38][C:33]3=[N:32][CH:31]=2)=[O:29])[N:20]([CH2:42][C:43]2[CH:48]=[CH:47][CH:46]=[C:45]([CH3:49])[N:44]=2)[N:19]=1)[CH3:17]. Reactant: Cl.[F:2][CH:3]1[CH2:6][NH:5][CH2:4]1.CCN(C(C)C)C(C)C.[CH2:16]([C:18]1[C:26]2[C:21](=[CH:22][CH:23]=[CH:24][C:25]=2[NH:27][C:28]([C:30]2[N:34]3[CH:35]=[CH:36][C:37]([CH2:39][CH:40]=O)=[CH:38][C:33]3=[N:32][CH:31]=2)=[O:29])[N:20]([CH2:42][C:43]2[CH:48]=[CH:47][CH:46]=[C:45]([CH3:49])[N:44]=2)[N:19]=1)[CH3:17]. The catalyst class is: 322. (5) Reactant: F[C:2]1[CH:7]=[CH:6][C:5]([N+:8]([O-:10])=[O:9])=[CH:4][C:3]=1[F:11].[OH:12][CH:13]1[CH2:16][NH:15][CH2:14]1.Cl. Product: [F:11][C:3]1[CH:4]=[C:5]([N+:8]([O-:10])=[O:9])[CH:6]=[CH:7][C:2]=1[N:15]1[CH2:16][CH:13]([OH:12])[CH2:14]1. The catalyst class is: 1. (6) Reactant: [CH3:1][O:2][C:3]([NH2:5])=N.Cl.C[O:8][C:9](=O)[CH2:10][C:11]#[N:12].[CH3:14][O-].[Na+]. Product: [CH3:1][O:2][CH:3]1[CH2:14][C:11](=[NH:12])[CH2:10][C:9](=[O:8])[NH:5]1. The catalyst class is: 5.